This data is from Experimentally validated miRNA-target interactions with 360,000+ pairs, plus equal number of negative samples. The task is: Binary Classification. Given a miRNA mature sequence and a target amino acid sequence, predict their likelihood of interaction. (1) The miRNA is hsa-miR-3911 with sequence UGUGUGGAUCCUGGAGGAGGCA. The protein sequence of the target gene is MWGLLIWTLLALHQIRAARAQDDVSPYFKTEPVRTQVHLEGNRLVLTCMAEGSWPLEFKWLHNNRELTKFSLEYRYMITSLDRTHAGFYRCIVRNRMGALLQRQTEVQVAYMGSFEEGEKHQSVSHGEAAVIRAPRIASFPQPQVTWFRDGRKIPPSSRIAITLENTLVILSTVAPDAGRYYVQAVNDKNGDNKTSQPITLTVENVGGPADPIAPTIIIPPKNTSVVAGTSEVTLECVANARPLIKLHIIWKKDGVLLSGGISDHNRRLTIPNPTGSDAGYYECEAVLRSSSVPSVVRGA.... Result: 1 (interaction). (2) The miRNA is hsa-miR-133a-3p with sequence UUUGGUCCCCUUCAACCAGCUG. The protein sequence of the target gene is MEKGGNIQLEIPDFSNSVLSHLNQLRMQGRLCDIVVNVQGQAFRAHKVVLAASSPYFRDHMSLNEMSTVSISVIKNPTVFEQLLSFCYTGRICLQLADIISYLTAASFLQMQHIIDKCTQILEGIHFKINVAEVEAELSQTRTKHQERPPESHRVTPNLNRSLSPRHNTPKGNRRGQVSAVLDIRELSPPEESTSPQIIEPSSDVESREPILRINRAGQWYVETGVADRGGRSDDEVRVLGAVHIKTENLEEWLGPENQPSGEDGSSAEEVTAMVIDTTGHGSVGQENYTLGSSGAKVAR.... Result: 1 (interaction). (3) The miRNA is mmu-miR-376a-3p with sequence AUCGUAGAGGAAAAUCCACGU. The protein sequence of the target gene is MSGSFYFVIVGHHDNPVFEMEFLPAGKAESKDDHRHLNQFIAHAALDLVDENMWLSNNMYLKTVDKFNEWFVSAFVTAGHMRFIMLHDIRQEDGIKNFFTDVYDLYIKFSMNPFYEPNSPIRSSAFDRKVQFLGKKHLLS. Result: 0 (no interaction).